This data is from Reaction yield outcomes from USPTO patents with 853,638 reactions. The task is: Predict the reaction yield, written as a fraction of the theoretical maximum amount of product (1.0 means a 100% yield; for example, 0.34 means a 34% yield). (1) The reactants are [C:1]1([CH3:15])[CH:6]=[CH:5][CH:4]=[CH:3][C:2]=1[C:7]1[CH:14]=[CH:13][C:10]([CH:11]=[O:12])=[CH:9][N:8]=1.[BH4-].[Na+]. The catalyst is C(O)C. The product is [C:1]1([CH3:15])[CH:6]=[CH:5][CH:4]=[CH:3][C:2]=1[C:7]1[N:8]=[CH:9][C:10]([CH2:11][OH:12])=[CH:13][CH:14]=1. The yield is 1.00. (2) The reactants are [Br:1][C:2]1[CH:10]=[CH:9][CH:8]=[C:7]2[C:3]=1[C:4]([C:19]1[CH:24]=[C:23]([F:25])[C:22]([F:26])=[CH:21][C:20]=1[OH:27])(O)[C:5](=[O:17])[N:6]2[CH2:11][C:12]([O:14][CH2:15][CH3:16])=[O:13].C([SiH](CC)CC)C.FC(F)(F)C(O)=O. The catalyst is C(OCC)(=O)C. The product is [Br:1][C:2]1[CH:10]=[CH:9][CH:8]=[C:7]2[C:3]=1[CH:4]([C:19]1[CH:24]=[C:23]([F:25])[C:22]([F:26])=[CH:21][C:20]=1[OH:27])[C:5](=[O:17])[N:6]2[CH2:11][C:12]([O:14][CH2:15][CH3:16])=[O:13]. The yield is 0.430. (3) The reactants are [CH:1]1([NH:4][C:5]([NH:7][C:8]2[CH:13]=[CH:12][C:11]([O:14][C:15]3[CH:20]=[CH:19][N:18]=[C:17]4[CH:21]=[C:22]([C:24]5[CH:29]=[CH:28][C:27]([CH2:30][N:31]6[CH2:36][CH2:35][N:34]([C:37](=[O:40])[CH2:38][OH:39])[CH2:33][CH2:32]6)=[CH:26][N:25]=5)[S:23][C:16]=34)=[C:10]([F:41])[CH:9]=2)=[O:6])[CH2:3][CH2:2]1.[OH:42][C:43]([CH2:45][CH2:46][CH2:47][CH2:48][C@H:49]1[C@@H:57]2[C@@H:52]([NH:53][C:54]([NH:56]2)=[O:55])[CH2:51][S:50]1)=O.C1CCC(N=C=NC2CCCCC2)CC1. The catalyst is CN(C1C=CN=CC=1)C.CN(C=O)C. The product is [O:55]=[C:54]1[NH:53][C@@H:52]2[CH2:51][S:50][C@H:49]([CH2:48][CH2:47][CH2:46][CH2:45][C:43]([O:39][CH2:38][C:37]([N:34]3[CH2:33][CH2:32][N:31]([CH2:30][C:27]4[CH:26]=[N:25][C:24]([C:22]5[S:23][C:16]6[C:17](=[N:18][CH:19]=[CH:20][C:15]=6[O:14][C:11]6[CH:12]=[CH:13][C:8]([NH:7][C:5]([NH:4][CH:1]7[CH2:2][CH2:3]7)=[O:6])=[CH:9][C:10]=6[F:41])[CH:21]=5)=[CH:29][CH:28]=4)[CH2:36][CH2:35]3)=[O:40])=[O:42])[C@@H:57]2[NH:56]1. The yield is 0.380.